Dataset: Reaction yield outcomes from USPTO patents with 853,638 reactions. Task: Predict the reaction yield, written as a fraction of the theoretical maximum amount of product (1.0 means a 100% yield; for example, 0.34 means a 34% yield). (1) The product is [CH2:12]([NH:11][C:7]1[N:8]=[C:9]([CH3:10])[C:4]2[CH:3]=[C:2]([C:21]3[S:20][CH:24]=[CH:23][CH:22]=3)[C:15](=[O:16])[N:14]([CH:17]([CH3:19])[CH3:18])[C:5]=2[N:6]=1)[CH3:13]. The reactants are Br[C:2]1[C:15](=[O:16])[N:14]([CH:17]([CH3:19])[CH3:18])[C:5]2[N:6]=[C:7]([NH:11][CH2:12][CH3:13])[N:8]=[C:9]([CH3:10])[C:4]=2[CH:3]=1.[S:20]1[CH:24]=[CH:23][CH:22]=[C:21]1B(O)O.C(N(CC)CC)C.COCCOC. The yield is 0.180. The catalyst is O. (2) The yield is 0.440. The reactants are I[C:2]1[C:10]2[O:9][CH:8]=[CH:7][C:6]=2[CH:5]=[C:4]([N+:11]([O-:13])=[O:12])[CH:3]=1.CC1(C)C2C(=C(P(C3C=CC=CC=3)C3C=CC=CC=3)C=CC=2)OC2C(P(C3C=CC=CC=3)C3C=CC=CC=3)=CC=CC1=2.CC(C)([O-])C.[Na+].[F:62][C:63]([F:71])([F:70])[CH:64]1[CH2:69][NH:68][CH2:67][CH2:66][NH:65]1. The catalyst is C1C=CC(/C=C/C(/C=C/C2C=CC=CC=2)=O)=CC=1.C1C=CC(/C=C/C(/C=C/C2C=CC=CC=2)=O)=CC=1.C1C=CC(/C=C/C(/C=C/C2C=CC=CC=2)=O)=CC=1.[Pd].[Pd].C1(C)C(C)=CC=CC=1. The product is [N+:11]([C:4]1[CH:3]=[C:2]([N:68]2[CH2:67][CH2:66][NH:65][CH:64]([C:63]([F:71])([F:70])[F:62])[CH2:69]2)[C:10]2[O:9][CH:8]=[CH:7][C:6]=2[CH:5]=1)([O-:13])=[O:12]. (3) The reactants are [C:1]1([C:7]2[CH:12]=[CH:11][N:10]=[CH:9][C:8]=2[NH2:13])[CH:6]=[CH:5][CH:4]=[CH:3][CH:2]=1.[Cl:14][C:15]1[CH:16]=[C:17]([CH:21]=[CH:22][N:23]=1)[C:18](O)=[O:19].CCN(C(C)C)C(C)C.C(P1(=O)OP(CCC)(=O)OP(CCC)(=O)O1)CC. The catalyst is CCOC(C)=O. The product is [Cl:14][C:15]1[CH:16]=[C:17]([CH:21]=[CH:22][N:23]=1)[C:18]([NH:13][C:8]1[CH:9]=[N:10][CH:11]=[CH:12][C:7]=1[C:1]1[CH:2]=[CH:3][CH:4]=[CH:5][CH:6]=1)=[O:19]. The yield is 0.820. (4) The reactants are [C:1]([O:5][C:6]([N:8]1[CH2:13][CH2:12][CH:11]([NH:14][CH3:15])[CH2:10][CH2:9]1)=[O:7])([CH3:4])([CH3:3])[CH3:2].C(N(CC)CC)C.[CH3:23][S:24](Cl)(=[O:26])=[O:25]. The catalyst is ClCCl. The product is [C:1]([O:5][C:6]([N:8]1[CH2:9][CH2:10][CH:11]([N:14]([S:24]([CH3:23])(=[O:26])=[O:25])[CH3:15])[CH2:12][CH2:13]1)=[O:7])([CH3:4])([CH3:3])[CH3:2]. The yield is 0.750. (5) The reactants are [CH2:1]([O:48][CH:49]1[C@H:53]2[C@H:54](O[Si](C(C)(C)C)(C)C)[N:55](C(OCC(Cl)(Cl)Cl)=O)[C:56]3[CH:63]=[CH:62][C:61]([O:64][CH3:65])=[CH:60][C:57]=3[C:58](=[O:59])[N:52]2[CH:51]=[C:50]1[C:82]1[CH:83]=[C:84]2[C:89](=[CH:90][CH:91]=1)[N:88]=[CH:87][CH:86]=[CH:85]2)[CH2:2][CH2:3][O:4][CH:5]1[C@H:9]2[C@H:10](O[Si](C(C)(C)C)(C)C)[N:11](C(OCC(Cl)(Cl)Cl)=O)[C:12]3[CH:19]=[CH:18][C:17]([O:20][CH3:21])=[CH:16][C:13]=3[C:14](=[O:15])[N:8]2[CH:7]=[C:6]1[C:38]1[CH:39]=[C:40]2[C:45](=[CH:46][CH:47]=1)[N:44]=[CH:43][CH:42]=[CH:41]2. The catalyst is C1COCC1. The product is [CH2:3]([O:4][CH:5]1[C@@H:9]2[CH:10]=[N:11][C:12]3[CH:19]=[CH:18][C:17]([O:20][CH3:21])=[CH:16][C:13]=3[C:14](=[O:15])[N:8]2[CH:7]=[C:6]1[C:38]1[CH:39]=[C:40]2[C:45](=[CH:46][CH:47]=1)[N:44]=[CH:43][CH:42]=[CH:41]2)[CH2:2][CH2:1][O:48][CH:49]1[C@@H:53]2[CH:54]=[N:55][C:56]3[CH:63]=[CH:62][C:61]([O:64][CH3:65])=[CH:60][C:57]=3[C:58](=[O:59])[N:52]2[CH:51]=[C:50]1[C:82]1[CH:83]=[C:84]2[C:89](=[CH:90][CH:91]=1)[N:88]=[CH:87][CH:86]=[CH:85]2. The yield is 0.330. (6) The reactants are [Cl:1][C:2]1[CH:3]=[C:4]([CH:35]=[CH:36][CH:37]=1)[C:5]([CH3:34])([CH3:33])[C@@H:6]([C:9]([NH:11][C@H:12]([C:17]([N:19]([C@@H:21]([CH:30]([CH3:32])[CH3:31])/[CH:22]=[C:23](\[CH3:29])/[C:24]([O:26]CC)=[O:25])[CH3:20])=[O:18])[C:13]([CH3:16])([CH3:15])[CH3:14])=[O:10])[NH:7][CH3:8].[OH-].[Li+]. The catalyst is O.CO. The product is [Cl:1][C:2]1[CH:3]=[C:4]([CH:35]=[CH:36][CH:37]=1)[C:5]([CH3:34])([CH3:33])[C@@H:6]([C:9]([NH:11][C@H:12]([C:17]([N:19]([C@@H:21]([CH:30]([CH3:31])[CH3:32])/[CH:22]=[C:23](/[C:24]([OH:26])=[O:25])\[CH3:29])[CH3:20])=[O:18])[C:13]([CH3:14])([CH3:15])[CH3:16])=[O:10])[NH:7][CH3:8]. The yield is 0.640. (7) The reactants are [CH2:1]([CH:6]([C:12]([O:14][CH2:15][CH3:16])=[O:13])[C:7]([O:9][CH2:10][CH3:11])=[O:8])[CH2:2][CH:3]([CH3:5])[CH3:4].[H-].[Na+].[H][H].I[CH3:22]. The catalyst is CN(C)C=O.C(OCC)C. The product is [CH2:10]([O:9][C:7](=[O:8])[C:6]([CH3:22])([CH2:1][CH2:2][CH:3]([CH3:5])[CH3:4])[C:12]([O:14][CH2:15][CH3:16])=[O:13])[CH3:11]. The yield is 0.850.